Dataset: Reaction yield outcomes from USPTO patents with 853,638 reactions. Task: Predict the reaction yield, written as a fraction of the theoretical maximum amount of product (1.0 means a 100% yield; for example, 0.34 means a 34% yield). (1) The reactants are FC(F)(F)C(O)=O.[CH3:8][O:9][C:10](=[O:53])[CH2:11][C:12]1[CH:13]=[C:14]([C:19]2[CH:24]=[CH:23][C:22]([C:25]([C:30]3[CH:35]=[CH:34][C:33]([CH2:36][CH2:37][CH:38]([O:43][Si](C(C)(C)C)(C)C)[C:39]([CH3:42])([CH3:41])[CH3:40])=[C:32]([CH3:51])[CH:31]=3)([CH2:28][CH3:29])[CH2:26][CH3:27])=[CH:21][C:20]=2[CH3:52])[CH:15]=[C:16]([OH:18])[CH:17]=1. The catalyst is ClCCl. The product is [CH3:8][O:9][C:10](=[O:53])[CH2:11][C:12]1[CH:13]=[C:14]([C:19]2[CH:24]=[CH:23][C:22]([C:25]([CH2:28][CH3:29])([C:30]3[CH:35]=[CH:34][C:33]([CH2:36][CH2:37][CH:38]([OH:43])[C:39]([CH3:41])([CH3:42])[CH3:40])=[C:32]([CH3:51])[CH:31]=3)[CH2:26][CH3:27])=[CH:21][C:20]=2[CH3:52])[CH:15]=[C:16]([OH:18])[CH:17]=1. The yield is 0.920. (2) The reactants are [N-:1]=[N+]=[N-].[Na+].CC1C=CC(S(O[CH2:16][C:17]2[N:22]=[C:21]([N:23]3[CH2:27][CH2:26][CH2:25][CH:24]3[C:28]3[O:32][N:31]=[C:30]([C:33]4[CH:38]=[CH:37][CH:36]=[CH:35][N:34]=4)[CH:29]=3)[N:20]=[C:19]([NH:39][C:40]3[CH:44]=[C:43]([CH3:45])[N:42](S(C4C=CC(C)=CC=4)(=O)=O)[N:41]=3)[CH:18]=2)(=O)=O)=CC=1.C1(P(C2C=CC=CC=2)C2C=CC=CC=2)C=CC=CC=1.O. The catalyst is CN(C=O)C. The product is [NH2:1][CH2:16][C:17]1[N:22]=[C:21]([N:23]2[CH2:27][CH2:26][CH2:25][CH:24]2[C:28]2[O:32][N:31]=[C:30]([C:33]3[CH:38]=[CH:37][CH:36]=[CH:35][N:34]=3)[CH:29]=2)[N:20]=[C:19]([NH:39][C:40]2[CH:44]=[C:43]([CH3:45])[NH:42][N:41]=2)[CH:18]=1. The yield is 0.530. (3) The reactants are [C:1](Cl)(=[O:4])[CH:2]=[CH2:3].[CH3:6][N:7]([CH3:37])[CH2:8][CH2:9][N:10]([CH3:36])[C:11]1[C:12]([NH2:35])=[CH:13][C:14]([NH:19][C:20]2[N:25]=[C:24]([C:26]3[CH:27]=[N:28][N:29]4[CH2:34][CH2:33][CH2:32][CH2:31][C:30]=34)[CH:23]=[CH:22][N:21]=2)=[C:15]([O:17][CH3:18])[CH:16]=1. The catalyst is C(Cl)Cl. The product is [CH3:37][N:7]([CH3:6])[CH2:8][CH2:9][N:10]([CH3:36])[C:11]1[CH:16]=[C:15]([O:17][CH3:18])[C:14]([NH:19][C:20]2[N:25]=[C:24]([C:26]3[CH:27]=[N:28][N:29]4[CH2:34][CH2:33][CH2:32][CH2:31][C:30]=34)[CH:23]=[CH:22][N:21]=2)=[CH:13][C:12]=1[NH:35][C:1](=[O:4])[CH:2]=[CH2:3]. The yield is 0.500.